This data is from Catalyst prediction with 721,799 reactions and 888 catalyst types from USPTO. The task is: Predict which catalyst facilitates the given reaction. Reactant: [CH3:1][O:2][C:3]1[N:8]=[C:7]([CH2:9][C@@H:10]([C:12]([O:14][CH2:15][CH3:16])=[O:13])[NH2:11])[CH:6]=[CH:5][CH:4]=1.[C:17]([NH:24][CH2:25][C:26](O)=[O:27])([O:19][C:20]([CH3:23])([CH3:22])[CH3:21])=[O:18].CN(C(ON1N=NC2C=CC=NC1=2)=[N+](C)C)C.F[P-](F)(F)(F)(F)F.C(N(CC)C(C)C)(C)C. Product: [C:20]([O:19][C:17]([NH:24][CH2:25][C:26]([NH:11][C@H:10]([C:12]([O:14][CH2:15][CH3:16])=[O:13])[CH2:9][C:7]1[CH:6]=[CH:5][CH:4]=[C:3]([O:2][CH3:1])[N:8]=1)=[O:27])=[O:18])([CH3:23])([CH3:22])[CH3:21]. The catalyst class is: 18.